From a dataset of HIV replication inhibition screening data with 41,000+ compounds from the AIDS Antiviral Screen. Binary Classification. Given a drug SMILES string, predict its activity (active/inactive) in a high-throughput screening assay against a specified biological target. (1) The compound is CCN(CC)CCCNc1ccc([N+](=O)[O-])c2[nH]c3ccccc3c(=N)c12. The result is 0 (inactive). (2) The drug is Cl.Nc1ccc(CCN2CCN(c3cccc(C(F)(F)F)c3)CC2)cc1I. The result is 0 (inactive). (3) The drug is Cn1c2ccccc2c(=NNc2ccccc2C(=O)O)c2ccccc21. The result is 0 (inactive).